From a dataset of Full USPTO retrosynthesis dataset with 1.9M reactions from patents (1976-2016). Predict the reactants needed to synthesize the given product. (1) Given the product [OH:29][C:26]1[CH:27]=[CH:28][C:23]([CH:13]([C:12]([NH:11][C:7]2[CH:6]=[C:5]3[C:10](=[CH:9][CH:8]=2)[CH:1]=[N:2][CH:3]=[CH:4]3)=[O:40])[CH2:14][NH:15][C:16](=[O:22])[O:17][C:18]([CH3:20])([CH3:19])[CH3:21])=[CH:24][CH:25]=1, predict the reactants needed to synthesize it. The reactants are: [CH:1]1[C:10]2[C:5](=[CH:6][C:7]([NH:11][C:12](=[O:40])[CH:13]([C:23]3[CH:28]=[CH:27][C:26]([O:29][Si](C(C)C)(C(C)C)C(C)C)=[CH:25][CH:24]=3)[CH2:14][NH:15][C:16](=[O:22])[O:17][C:18]([CH3:21])([CH3:20])[CH3:19])=[CH:8][CH:9]=2)[CH:4]=[CH:3][N:2]=1.CCCC[N+](CCCC)(CCCC)CCCC.[F-].CCOC(C)=O. (2) Given the product [F:1][C:2]1[CH:15]=[C:14]([N+:16]([O-:18])=[O:17])[CH:13]=[CH:12][C:3]=1[O:4][C:5]1[N:10]=[CH:9][N:8]=[C:7]([NH:11][C:22]([N:21]2[CH2:24][CH2:25][CH2:20][CH2:19]2)=[O:28])[CH:6]=1, predict the reactants needed to synthesize it. The reactants are: [F:1][C:2]1[CH:15]=[C:14]([N+:16]([O-:18])=[O:17])[CH:13]=[CH:12][C:3]=1[O:4][C:5]1[N:10]=[CH:9][N:8]=[C:7]([NH2:11])[CH:6]=1.[CH2:19]([N:21]([CH2:24][CH3:25])[CH2:22]C)[CH3:20].ClC(OC1C=CC=CC=1)=[O:28].N1CCCC1. (3) Given the product [CH2:24]([C:9]1[CH:8]=[C:7]([CH:12]=[C:11]([CH3:13])[C:10]=1[O:14][CH2:15][C@@H:16]([OH:23])[CH2:17][NH:18][C:19](=[O:22])[CH2:20][OH:21])[C:6]([OH:26])=[O:5])[CH3:25], predict the reactants needed to synthesize it. The reactants are: C([O:5][C:6](=[O:26])[C:7]1[CH:12]=[C:11]([CH3:13])[C:10]([O:14][CH2:15][C@@H:16]([OH:23])[CH2:17][NH:18][C:19](=[O:22])[CH2:20][OH:21])=[C:9]([CH2:24][CH3:25])[CH:8]=1)(C)(C)C.